From a dataset of Full USPTO retrosynthesis dataset with 1.9M reactions from patents (1976-2016). Predict the reactants needed to synthesize the given product. (1) Given the product [NH2:1][C:2]1[S:3][C:4]([C:17]2[CH:22]=[CH:21][CH:20]=[C:19]([F:23])[CH:18]=2)=[C:5]([C:7]([N:9]2[C@H:14]([CH2:15][NH:16][C:34]([C:29]3[C:28]4[CH:27]=[CH:26][CH:25]=[N:24][C:33]=4[CH:32]=[CH:31][CH:30]=3)=[O:35])[CH2:13][C@H:12]3[C@@H:10]2[CH2:11]3)=[O:8])[N:6]=1, predict the reactants needed to synthesize it. The reactants are: [NH2:1][C:2]1[S:3][C:4]([C:17]2[CH:22]=[CH:21][CH:20]=[C:19]([F:23])[CH:18]=2)=[C:5]([C:7]([N:9]2[C@H:14]([CH2:15][NH2:16])[CH2:13][C@H:12]3[C@@H:10]2[CH2:11]3)=[O:8])[N:6]=1.[N:24]1[C:33]2[CH:32]=[CH:31][CH:30]=[C:29]([C:34](O)=[O:35])[C:28]=2[CH:27]=[CH:26][CH:25]=1. (2) Given the product [Cl:34][C:11]1[CH:12]=[C:13]([CH3:33])[C:14]([NH:16][C:17]2[N:25]3[C:20]([CH2:21][O:22][CH2:23][C@H:24]3[C:26]3[CH:31]=[CH:30][C:29]([F:32])=[CH:28][CH:27]=3)=[N:19][N:18]=2)=[CH:15][C:10]=1[O:9][CH2:8][CH2:7][OH:6], predict the reactants needed to synthesize it. The reactants are: C([Si](C)(C)[O:6][CH2:7][CH2:8][O:9][C:10]1[C:11]([Cl:34])=[CH:12][C:13]([CH3:33])=[C:14]([NH:16][C:17]2[N:25]3[C:20]([CH2:21][O:22][CH2:23][C@H:24]3[C:26]3[CH:31]=[CH:30][C:29]([F:32])=[CH:28][CH:27]=3)=[N:19][N:18]=2)[CH:15]=1)(C)(C)C.Cl. (3) Given the product [CH3:31][O:30][C:28](=[O:29])[CH2:27][N:16]1[CH2:17][CH2:18][CH:13]([C:10]2[O:9][C:8]([C:5]3[CH:6]=[CH:7][C:2]([F:1])=[CH:3][CH:4]=3)=[N:12][N:11]=2)[CH2:14][CH2:15]1, predict the reactants needed to synthesize it. The reactants are: [F:1][C:2]1[CH:7]=[CH:6][C:5]([C:8]2[O:9][C:10]([CH:13]3[CH2:18][CH2:17][NH:16][CH2:15][CH2:14]3)=[N:11][N:12]=2)=[CH:4][CH:3]=1.C(N(CC)CC)C.Br[CH2:27][C:28]([O:30][CH3:31])=[O:29]. (4) Given the product [CH:9]1([O:8][C:5]2[N:6]=[CH:7][C:2]([OH:18])=[CH:3][CH:4]=2)[CH2:11][CH2:10]1, predict the reactants needed to synthesize it. The reactants are: Br[C:2]1[CH:3]=[CH:4][C:5]([O:8][CH:9]2[CH2:11][CH2:10]2)=[N:6][CH:7]=1.[Li]CCCC.C[O:18]B(OC)OC.C(OO)(=O)C.OS([O-])=O.[Na+]. (5) Given the product [CH3:19][O:20][C:21]1[CH:22]=[C:23]([O:27][C:28]2[CH:29]=[CH:30][C:31]([CH2:32][NH:33][C:11](=[O:13])[C:10]3[CH:14]=[CH:15][C:16]([F:18])=[N:17][C:9]=3[NH2:8])=[CH:34][CH:35]=2)[CH:24]=[CH:25][CH:26]=1, predict the reactants needed to synthesize it. The reactants are: C(N(CC)CC)C.[NH2:8][C:9]1[N:17]=[C:16]([F:18])[CH:15]=[CH:14][C:10]=1[C:11]([OH:13])=O.[CH3:19][O:20][C:21]1[CH:22]=[C:23]([O:27][C:28]2[CH:35]=[CH:34][C:31]([CH2:32][NH2:33])=[CH:30][CH:29]=2)[CH:24]=[CH:25][CH:26]=1.CN([P+](ON1N=NC2C=CC=CC1=2)(N(C)C)N(C)C)C.F[P-](F)(F)(F)(F)F. (6) Given the product [NH:1]([CH2:2][C:3]1[CH2:9][C:8]2[CH:10]=[C:11]3[O:16][CH2:15][O:14][C:12]3=[CH:13][C:7]=2[C:6]([C:17]2[CH:22]=[CH:21][C:20]([N+:23]([O-:25])=[O:24])=[CH:19][CH:18]=2)=[N:5][N:4]=1)[C:26]([CH3:27])=[O:28], predict the reactants needed to synthesize it. The reactants are: [NH2:1][CH2:2][C:3]1[CH2:9][C:8]2[CH:10]=[C:11]3[O:16][CH2:15][O:14][C:12]3=[CH:13][C:7]=2[C:6]([C:17]2[CH:22]=[CH:21][C:20]([N+:23]([O-:25])=[O:24])=[CH:19][CH:18]=2)=[N:5][N:4]=1.[C:26](OC(=O)C)(=[O:28])[CH3:27]. (7) Given the product [CH3:1][N:2]1[C:6]([CH3:7])=[CH:5][C:4]([NH:8][C:9]2[C:14](=[O:15])[N:13]([CH3:16])[CH:12]=[C:11]([C:17]3[CH:18]=[CH:19][N:20]=[C:21]([N:25]4[CH:37]=[CH:36][C:35]5[N:34]6[C:29]([CH2:30][CH2:31][CH2:32][CH2:33]6)=[CH:28][C:27]=5[C:26]4=[O:38])[C:22]=3[CH2:23][OH:24])[CH:10]=2)=[N:3]1, predict the reactants needed to synthesize it. The reactants are: [CH3:1][N:2]1[C:6]([CH3:7])=[CH:5][C:4]([NH:8][C:9]2[C:14](=[O:15])[N:13]([CH3:16])[CH:12]=[C:11]([C:17]3[C:22]([CH:23]=[O:24])=[C:21]([N:25]4[CH:37]=[CH:36][C:35]5[N:34]6[C:29]([CH2:30][CH2:31][CH2:32][CH2:33]6)=[CH:28][C:27]=5[C:26]4=[O:38])[N:20]=[CH:19][CH:18]=3)[CH:10]=2)=[N:3]1.[BH4-].[Na+]. (8) Given the product [Cl:18][C:16]1[C:15]([Cl:19])=[CH:14][NH:13][N:12]([CH2:11][Cl:3])[CH:17]=1, predict the reactants needed to synthesize it. The reactants are: S(Cl)([Cl:3])=O.CN(C)C=O.O[CH2:11][N:12]1[CH:17]=[C:16]([Cl:18])[CH:15]([Cl:19])[C:14](=O)[NH:13]1.C([O-])(O)=O.[Na+]. (9) The reactants are: [CH2:1]([O:8][CH2:9][N:10]1[C:15]([Cl:16])=[CH:14][C:13](=[O:17])[NH:12][C:11]1=[O:18])[C:2]1[CH:7]=[CH:6][CH:5]=[CH:4][CH:3]=1.O[CH2:20][CH:21]1[CH2:26][CH2:25][N:24]([C:27]([O:29][C:30]([CH3:33])([CH3:32])[CH3:31])=[O:28])[CH2:23][CH2:22]1.C1(P(C2C=CC=CC=2)C2C=CC=CC=2)C=CC=CC=1.N(C(OCC)=O)=NC(OCC)=O. Given the product [CH2:1]([O:8][CH2:9][N:10]1[C:15]([Cl:16])=[CH:14][C:13](=[O:17])[N:12]([CH2:20][CH:21]2[CH2:26][CH2:25][N:24]([C:27]([O:29][C:30]([CH3:31])([CH3:33])[CH3:32])=[O:28])[CH2:23][CH2:22]2)[C:11]1=[O:18])[C:2]1[CH:7]=[CH:6][CH:5]=[CH:4][CH:3]=1, predict the reactants needed to synthesize it. (10) Given the product [OH:4][C@H:5]([CH2:10][C:11]1[CH:19]=[C:18]([CH3:20])[C:17]2[C:13](=[CH:14][N:15]([CH2:21][O:22][CH3:23])[N:16]=2)[CH:12]=1)[C:6]([OH:8])=[O:7], predict the reactants needed to synthesize it. The reactants are: C([O:4][C@H:5]([CH2:10][C:11]1[CH:19]=[C:18]([CH3:20])[C:17]2[C:13](=[CH:14][N:15]([CH2:21][O:22][CH3:23])[N:16]=2)[CH:12]=1)[C:6]([O:8]C)=[O:7])(=O)C.O.[OH-].[Li+].